From a dataset of Full USPTO retrosynthesis dataset with 1.9M reactions from patents (1976-2016). Predict the reactants needed to synthesize the given product. (1) The reactants are: [N+:1]([C:4]1[CH:5]=[C:6]2[C:10](=[CH:11][CH:12]=1)[N:9]([C:13]([NH:15][C:16]1[CH:21]=[CH:20][CH:19]=[CH:18][N:17]=1)=[O:14])[CH2:8][CH2:7]2)([O-])=O.C([O-])=O.[NH4+]. Given the product [NH2:1][C:4]1[CH:5]=[C:6]2[C:10](=[CH:11][CH:12]=1)[N:9]([C:13]([NH:15][C:16]1[CH:21]=[CH:20][CH:19]=[CH:18][N:17]=1)=[O:14])[CH2:8][CH2:7]2, predict the reactants needed to synthesize it. (2) Given the product [C:33]([O:37][C:38]([N:40]1[CH2:41][CH2:13][N:12]([CH2:16][C:17]2[S:18][C:19]3[C:24]([N:25]4[CH2:26][CH2:27][O:28][CH2:29][CH2:30]4)=[N:23][C:22]([Cl:31])=[N:21][C:20]=3[N:32]=2)[CH2:11][C:10]1([CH3:14])[CH3:9])=[O:39])([CH3:36])([CH3:35])[CH3:34], predict the reactants needed to synthesize it. The reactants are: C(OC(N1C[CH:14]2[CH:10]([CH2:11][N:12]([CH2:16][C:17]3[S:18][C:19]4[C:24]([N:25]5[CH2:30][CH2:29][O:28][CH2:27][CH2:26]5)=[N:23][C:22]([Cl:31])=[N:21][C:20]=4[N:32]=3)[CH2:13]2)[CH2:9]1)=O)(C)(C)C.[C:33]([O:37][C:38]([N:40]1CCNC[C:41]1(C)C)=[O:39])([CH3:36])([CH3:35])[CH3:34]. (3) Given the product [C:44]([O:48][C:31](=[O:34])[NH:26][CH:16]1[CH2:17][C:18](=[O:19])[N:14]([C:11]2[CH:12]=[CH:13][C:8]([O:7][CH2:6][C:5]3[CH:4]=[CH:3][C:2]([F:1])=[CH:24][CH:23]=3)=[CH:9][CH:10]=2)[CH2:15]1)([CH3:47])([CH3:46])[CH3:45], predict the reactants needed to synthesize it. The reactants are: [F:1][C:2]1[CH:24]=[CH:23][C:5]([CH2:6][O:7][C:8]2[CH:13]=[CH:12][C:11]([N:14]3[C:18](=[O:19])[CH2:17][CH:16](C(O)=O)[CH2:15]3)=[CH:10][CH:9]=2)=[CH:4][CH:3]=1.C[N:26]1[CH2:31]COCC1.ClC(OCC(C)C)=[O:34].[N-]=[N+]=[N-].[Na+].[C:44]([OH:48])([CH3:47])([CH3:46])[CH3:45].